Predict the reaction yield, written as a fraction of the theoretical maximum amount of product (1.0 means a 100% yield; for example, 0.34 means a 34% yield). From a dataset of Reaction yield outcomes from USPTO patents with 853,638 reactions. (1) The reactants are [CH2:1]([O:3][C:4]([C:6]1([CH2:19][CH:20]=C)[CH2:11][CH2:10][N:9]([C:12]([O:14][C:15]([CH3:18])([CH3:17])[CH3:16])=[O:13])[CH2:8][CH2:7]1)=[O:5])[CH3:2].CC[O:24]C(C)=O. The catalyst is CC(O)C.O.O=[Os](=O)(=O)=O. The product is [CH2:1]([O:3][C:4]([C:6]1([CH2:19][CH:20]=[O:24])[CH2:7][CH2:8][N:9]([C:12]([O:14][C:15]([CH3:18])([CH3:16])[CH3:17])=[O:13])[CH2:10][CH2:11]1)=[O:5])[CH3:2]. The yield is 0.340. (2) The reactants are C([N:8]1[CH2:13][CH2:12][C:11]([CH2:20][OH:21])([C:14]2[CH:19]=[CH:18][CH:17]=[CH:16][N:15]=2)[CH2:10][CH2:9]1)C1C=CC=CC=1.[C:33]([O:32][C:30](O[C:30]([O:32][C:33]([CH3:36])([CH3:35])[CH3:34])=[O:31])=[O:31])([CH3:36])([CH3:35])[CH3:34]. The catalyst is [Pd].C(O)C.ClCCl. The product is [OH:21][CH2:20][C:11]1([C:14]2[CH:19]=[CH:18][CH:17]=[CH:16][N:15]=2)[CH2:10][CH2:9][N:8]([C:30]([O:32][C:33]([CH3:34])([CH3:35])[CH3:36])=[O:31])[CH2:13][CH2:12]1. The yield is 0.930. (3) The reactants are [C:1]([O:5][C:6]([N:8]1[CH2:13][CH:12]=[C:11]([C:14]2[C:22]3[S:21][C:20]([NH:23]C(OC)=O)=[N:19][C:18]=3[C:17]([O:28][CH3:29])=[CH:16][CH:15]=2)[CH2:10][CH2:9]1)=[O:7])([CH3:4])([CH3:3])[CH3:2].Cl. The catalyst is O1CCOCC1.C(O)CO.[OH-].[Na+]. The product is [C:1]([O:5][C:6]([N:8]1[CH2:9][CH:10]=[C:11]([C:14]2[C:22]3[S:21][C:20]([NH2:23])=[N:19][C:18]=3[C:17]([O:28][CH3:29])=[CH:16][CH:15]=2)[CH2:12][CH2:13]1)=[O:7])([CH3:4])([CH3:3])[CH3:2]. The yield is 0.840.